From a dataset of Retrosynthesis with 50K atom-mapped reactions and 10 reaction types from USPTO. Predict the reactants needed to synthesize the given product. The reactants are: Cc1nc(-c2ccc(Br)cc2)no1.O=C(O)c1ccc(B(O)O)cc1. Given the product Cc1nc(-c2ccc(-c3ccc(C(=O)O)cc3)cc2)no1, predict the reactants needed to synthesize it.